The task is: Predict the reactants needed to synthesize the given product.. This data is from Full USPTO retrosynthesis dataset with 1.9M reactions from patents (1976-2016). (1) Given the product [NH2:24][C:19]1[C:18]2[N:25]=[C:26]([CH2:31][O:32][CH2:33][CH3:34])[N:27]([CH2:28][CH2:29][CH3:30])[C:17]=2[C:16]2[CH:15]=[C:14]([O:13][CH2:12][CH2:11][NH:10][S:2]([CH3:1])(=[O:5])=[O:3])[CH:23]=[CH:22][C:21]=2[N:20]=1, predict the reactants needed to synthesize it. The reactants are: [CH3:1][S:2]([O:5]S(C)(=O)=O)(=O)=[O:3].[NH2:10][CH2:11][CH2:12][O:13][C:14]1[CH:23]=[CH:22][C:21]2[N:20]=[C:19]([NH2:24])[C:18]3[N:25]=[C:26]([CH2:31][O:32][CH2:33][CH3:34])[N:27]([CH2:28][CH2:29][CH3:30])[C:17]=3[C:16]=2[CH:15]=1.[OH-].[Na+]. (2) Given the product [CH2:3]([O:10][C:11]1[CH:12]=[CH:13][C:14]([CH:17]=[O:22])=[CH:15][CH:16]=1)[C:4]1[CH:5]=[CH:6][CH:7]=[CH:8][CH:9]=1.[CH2:44]([O:22][CH:23]([CH2:29][C:30]1[CH:35]=[CH:34][C:33]([O:36][CH2:37][C:38]2[CH:43]=[CH:42][CH:41]=[CH:40][CH:39]=2)=[CH:32][CH:31]=1)[C:24]([O:26][CH2:27][CH3:28])=[O:25])[CH3:45], predict the reactants needed to synthesize it. The reactants are: [H-].[Na+].[CH2:3]([O:10][C:11]1[CH:16]=[CH:15][C:14]([CH:17](C)C([O-])=O)=[CH:13][CH:12]=1)[C:4]1[CH:9]=[CH:8][CH:7]=[CH:6][CH:5]=1.[OH:22][CH:23]([CH2:29][C:30]1[CH:35]=[CH:34][C:33]([O:36][CH2:37][C:38]2[CH:43]=[CH:42][CH:41]=[CH:40][CH:39]=2)=[CH:32][CH:31]=1)[C:24]([O:26][CH2:27][CH3:28])=[O:25].[CH2:44](I)[CH3:45].